Predict the product of the given reaction. From a dataset of Forward reaction prediction with 1.9M reactions from USPTO patents (1976-2016). (1) Given the reactants [CH:1]1([C:4]2[N:8]=[C:7]([C:9]3[C:10]4[CH2:29][CH2:28][CH2:27][CH2:26][CH2:25][C:11]=4[S:12][C:13]=3[NH:14]C(C3CCCC=3C(O)=O)=O)[O:6][N:5]=2)[CH2:3][CH2:2]1.[CH:30]12[CH2:37][CH2:36][CH:33]([CH2:34][CH2:35]1)[C:32]1[C:38]([O:40][C:41](=[O:42])[C:31]2=1)=[O:39], predict the reaction product. The product is: [CH:1]1([C:4]2[N:8]=[C:7]([C:9]3[C:10]4[CH2:29][CH2:28][CH2:27][CH2:26][CH2:25][C:11]=4[S:12][C:13]=3[NH:14][C:41]([C:31]3[CH:30]4[CH2:37][CH2:36][CH:33]([CH2:34][CH2:35]4)[C:32]=3[C:38]([OH:40])=[O:39])=[O:42])[O:6][N:5]=2)[CH2:3][CH2:2]1. (2) The product is: [OH:21][C:18]1([CH:1]([C:2]2[CH:7]=[CH:6][CH:5]=[CH:4][CH:3]=2)[C:8]#[N:9])[CH2:19][CH2:20][O:15][CH2:16][CH2:17]1. Given the reactants [CH2:1]([C:8]#[N:9])[C:2]1[CH:7]=[CH:6][CH:5]=[CH:4][CH:3]=1.C([Li])CCC.[O:15]1[CH2:20][CH2:19][C:18](=[O:21])[CH2:17][CH2:16]1, predict the reaction product. (3) Given the reactants [Cl:1][C:2]1[CH:18]=[CH:17][C:5]2[S:6][C:7]([C:10]3[CH:15]=[CH:14][N:13]=[C:12](N)N=3)=[C:8]([CH3:9])[C:4]=2[CH:3]=1.Br[C:20]1[C:28]2C(=[N:22][CH:21]=[CH:20][CH:28]=2)[NH:22][CH:21]=1.ClC1N=C(Cl)C=CN=1, predict the reaction product. The product is: [Cl:1][C:2]1[CH:18]=[CH:17][C:5]2[S:6][C:7]([C:10]3[C:15]4[C:14](=[N:22][CH:21]=[CH:20][CH:28]=4)[NH:13][CH:12]=3)=[C:8]([CH3:9])[C:4]=2[CH:3]=1. (4) Given the reactants [Cl:1][C:2]1[C:3]([O:12][C:13]2[CH:18]=[C:17]([O:19][CH2:20][CH2:21][O:22][CH3:23])[CH:16]=[CH:15][C:14]=2[CH:24]([CH3:31])[CH2:25][C:26](OCC)=[O:27])=[N:4][CH:5]=[C:6]([C:8]([F:11])([F:10])[F:9])[CH:7]=1.[H-].C([Al+]CC(C)C)C(C)C.[Cl-].[NH4+], predict the reaction product. The product is: [Cl:1][C:2]1[C:3]([O:12][C:13]2[CH:18]=[C:17]([O:19][CH2:20][CH2:21][O:22][CH3:23])[CH:16]=[CH:15][C:14]=2[CH:24]([CH3:31])[CH2:25][CH2:26][OH:27])=[N:4][CH:5]=[C:6]([C:8]([F:10])([F:9])[F:11])[CH:7]=1. (5) Given the reactants [O:1]=[C:2]([C:13]1[CH:18]=[CH:17][C:16]([N:19]2[CH2:24][CH2:23][O:22][CH2:21][CH2:20]2)=[CH:15][CH:14]=1)[CH2:3][N:4]([CH3:12])[C:5](=[O:11])[O:6][C:7]([CH3:10])([CH3:9])[CH3:8].C(O)C.[BH4-].[Na+], predict the reaction product. The product is: [OH:1][CH:2]([C:13]1[CH:14]=[CH:15][C:16]([N:19]2[CH2:20][CH2:21][O:22][CH2:23][CH2:24]2)=[CH:17][CH:18]=1)[CH2:3][N:4]([CH3:12])[C:5](=[O:11])[O:6][C:7]([CH3:9])([CH3:10])[CH3:8].